Task: Binary Classification. Given a miRNA mature sequence and a target amino acid sequence, predict their likelihood of interaction.. Dataset: Experimentally validated miRNA-target interactions with 360,000+ pairs, plus equal number of negative samples (1) The miRNA is hsa-miR-4323 with sequence CAGCCCCACAGCCUCAGA. The protein sequence of the target gene is MATQVMGQSSGGGGLFTSSGNIGMALPNDMYDLHDLSKAELAAPQLIMLANVALTGEVNGSCCDYLVGEERQMAELMPVGDNNFSDSEEGEGLEESADIKGEPHGLENMELRSLELSVVEPQPVFEASGAPDIYSSNKDLPPETPGAEDKGKSSKTKPFRCKPCQYEAESEEQFVHHIRVHSAKKFFVEESAEKQAKARESGSSTAEEGDFSKGPIRCDRCGYNTNRYDHYTAHLKHHTRAGDNERVYKCIICTYTTVSEYHWRKHLRNHFPRKVYTCGKCNYFSDRKNNYVQHVRTHTG.... Result: 1 (interaction). (2) The miRNA is mmu-miR-3095-5p with sequence AAGCUUUCUCAUCUGUGACACU. The protein sequence of the target gene is MNAGSDPVVIVSAARTIIGSFNGALAAVPVQDLGSTVIKEVLKRATVAPEDVSEVIFGHVLAAGCGQNPVRQASVGAGIPYSVPAWSCQMICGSGLKAVCLAVQSIGIGDSSIVVAGGMENMSKAPHLAYLRTGVKIGEMPLTDSILCDGLTDAFHNCHMGITAENVAKKWQVSREDQDKVAVLSQNRTENAQKAGHFDKEIVPVLVSTRKGLIEVKTDEFPRHGSNIEAMSKLKPYFLTDGTGTVTPANASGINDGAAAVVLMKKSEADKRGLTPLARIVSWSQVGVEPSIMGIGPIPA.... Result: 0 (no interaction). (3) The miRNA is hsa-miR-3960 with sequence GGCGGCGGCGGAGGCGGGGG. The protein sequence of the target gene is MNLLRRSGKRRRSESGSDSFSGSGGDSSASPQFLSGSVLSPPPGLGRCLKAAAAGECKPTVPDYERDKLLLANWGLPKAVLEKYHSFGVKKMFEWQAECLLLGQVLEGKNLVYSAPTSAGKTLVAELLILKRVLEMRKKALFILPFVSVAKEKKYYLQSLFQEVGIKVDGYMGSTSPSRHFSSLDIAVCTIERANGLINRLIEENKMDLLGMVVVDELHMLGDSHRGYLLELLLTKICYITRKSASCQADLASSLSNAVQIVGMSATLPNLELVASWLNAELYHTDFRPVPLLESVKVGN.... Result: 0 (no interaction). (4) The miRNA is hsa-miR-6500-5p with sequence AGGAGCUAUCCACUCCAGGUGUCC. The protein sequence of the target gene is MKLLLLTLTVLLLLSQLTPGGTQRCWNLYGKCRYRCSKKERVYVYCINNKMCCVKPKYQPKERWWPF. Result: 0 (no interaction). (5) The miRNA is hsa-miR-6780b-5p with sequence UGGGGAAGGCUUGGCAGGGAAGA. The protein sequence of the target gene is MEEGGDFDNYYGADNQSECEYTDWKSSGALIPAIYMLVFLLGTTGNGLVLWTVFRSSREKRRSADIFIASLAVADLTFVVTLPLWATYTYRDYDWPFGTFFCKLSSYLIFVNMYASVFCLTGLSFDRYLAIVRPVANARLRLRVSGAVATAVLWVLAALLAMPVMVLRTTGDLENTTKVQCYMDYSMVATVSSEWAWEVGLGVSSTTVGFVVPFTIMLTCYFFIAQTIAGHFRKERIEGLRKRRRLLSIIVVLVVTFALCWMPYHLVKTLYMLGSLLHWPCDFDLFLMNIFPYCTCISYV.... Result: 0 (no interaction). (6) The miRNA is hsa-miR-7847-3p with sequence CGUGGAGGACGAGGAGGAGGC. The protein sequence of the target gene is MATPGPVIPEVPFEPSKPPVIEGLSPTVYRNPESFKEKFVRKTRENPVVPIGCLATAAALTYGLYSFHRGNSQRSQLMMRTRIAAQGFTVAAILLGLAVTAMKSRP. Result: 1 (interaction).